From a dataset of Kir2.1 potassium channel HTS with 301,493 compounds. Binary Classification. Given a drug SMILES string, predict its activity (active/inactive) in a high-throughput screening assay against a specified biological target. (1) The drug is S(=O)(=O)(N(CC(=O)N1CCN(CC1)c1ccc(F)cc1)c1ccc(OC)cc1)c1c(onc1C)C. The result is 0 (inactive). (2) The compound is n1(nnc2c1ncnc2NCCc1ccccc1)Cc1ccccc1. The result is 0 (inactive). (3) The molecule is s1cc(C2CC2)c2c1nc(SCC(=O)c1oc(CNC(=O)C)cc1)n(c2=O)CC=C. The result is 0 (inactive).